This data is from Peptide-MHC class I binding affinity with 185,985 pairs from IEDB/IMGT. The task is: Regression. Given a peptide amino acid sequence and an MHC pseudo amino acid sequence, predict their binding affinity value. This is MHC class I binding data. (1) The peptide sequence is YVFPVIFSR. The MHC is HLA-B38:01 with pseudo-sequence HLA-B38:01. The binding affinity (normalized) is 0. (2) The peptide sequence is IARLVYKAR. The MHC is HLA-B35:01 with pseudo-sequence HLA-B35:01. The binding affinity (normalized) is 0.0847.